This data is from Forward reaction prediction with 1.9M reactions from USPTO patents (1976-2016). The task is: Predict the product of the given reaction. (1) Given the reactants [CH3:1][O:2][C:3]1[CH:4]=[C:5]2[C:10](=[CH:11][CH:12]=1)[CH:9]=[C:8]([C:13]1[N:14]=[C:15]([C:24]([CH3:28])([CH3:27])[CH2:25][NH2:26])[NH:16][C:17]=1[C:18]1[CH:23]=[CH:22][N:21]=[CH:20][CH:19]=1)[CH:7]=[CH:6]2.[CH2:29]([N:32]=[C:33]=[O:34])[CH2:30][CH3:31], predict the reaction product. The product is: [CH2:29]([NH:32][C:33]([NH:26][CH2:25][C:24]([C:15]1[NH:16][C:17]([C:18]2[CH:23]=[CH:22][N:21]=[CH:20][CH:19]=2)=[C:13]([C:8]2[CH:7]=[CH:6][C:5]3[C:10](=[CH:11][CH:12]=[C:3]([O:2][CH3:1])[CH:4]=3)[CH:9]=2)[N:14]=1)([CH3:28])[CH3:27])=[O:34])[CH2:30][CH3:31]. (2) Given the reactants [CH3:1][C:2]([NH:11][N:12]=C(C)C)([CH3:10])[CH2:3][C:4]1[CH:9]=[CH:8][CH:7]=[CH:6][CH:5]=1.O=[C:17]([C:24]1[CH:29]=[CH:28][CH:27]=[CH:26][CH:25]=1)[CH2:18][C:19]([O:21]CC)=O.C(=O)([O-])O.[Na+], predict the reaction product. The product is: [CH3:10][C:2]([N:11]1[C:19](=[O:21])[CH2:18][C:17]([C:24]2[CH:25]=[CH:26][CH:27]=[CH:28][CH:29]=2)=[N:12]1)([CH3:1])[CH2:3][C:4]1[CH:5]=[CH:6][CH:7]=[CH:8][CH:9]=1. (3) Given the reactants Br[CH2:2][C@H:3]([C:5]1[CH:6]=[C:7]([CH:13]=[CH:14][CH:15]=1)[C:8]([O:10][CH2:11][CH3:12])=[O:9])[OH:4].C(=O)([O-])[O-].[K+].[K+], predict the reaction product. The product is: [O:4]1[CH2:2][C@@H:3]1[C:5]1[CH:6]=[C:7]([CH:13]=[CH:14][CH:15]=1)[C:8]([O:10][CH2:11][CH3:12])=[O:9]. (4) The product is: [ClH:20].[CH2:1]([S:4]([CH:7]1[CH2:8][CH2:9][NH:10][CH2:11][CH2:12]1)(=[O:5])=[O:6])[CH2:2][CH3:3]. Given the reactants [CH2:1]([S:4]([CH:7]1[CH2:12][CH2:11][N:10](C(OC(C)(C)C)=O)[CH2:9][CH2:8]1)(=[O:6])=[O:5])[CH2:2][CH3:3].[ClH:20], predict the reaction product. (5) Given the reactants COC1C=CC(C[N:8]2[C:12]([C:13]([NH:15][CH3:16])=[O:14])=[C:11]([C:17]3[N:18]=[C:19]([NH:22][C:23]4[N:28]=[C:27]([CH3:29])[CH:26]=[CH:25][N:24]=4)[S:20][CH:21]=3)[CH:10]=[N:9]2)=CC=1.FC(F)(F)S(O)(=O)=O, predict the reaction product. The product is: [CH3:16][NH:15][C:13]([C:12]1[NH:8][N:9]=[CH:10][C:11]=1[C:17]1[N:18]=[C:19]([NH:22][C:23]2[N:28]=[C:27]([CH3:29])[CH:26]=[CH:25][N:24]=2)[S:20][CH:21]=1)=[O:14].